This data is from Forward reaction prediction with 1.9M reactions from USPTO patents (1976-2016). The task is: Predict the product of the given reaction. Given the reactants B(OC)(OC)O[CH3:3].BrC[C:10]([O:12]C(C)(C)C)=[O:11].[CH3:17][C:18](=[O:23])[CH2:19][CH2:20][CH:21]=[CH2:22], predict the reaction product. The product is: [OH:23][C:18]([CH3:3])([CH2:19][CH2:20][CH:21]=[CH2:22])[CH2:17][C:10]([OH:12])=[O:11].